From a dataset of Full USPTO retrosynthesis dataset with 1.9M reactions from patents (1976-2016). Predict the reactants needed to synthesize the given product. (1) Given the product [Cl:43][C:37]1[C:36]([CH3:44])=[C:35]([N:30]2[CH:29]([OH:45])[C:28]3([CH2:46][CH2:47][CH2:48][CH:27]3[OH:26])[N:32]([CH3:33])[C:31]2=[O:34])[CH:42]=[CH:41][C:38]=1[C:39]#[N:40], predict the reactants needed to synthesize it. The reactants are: [F-].C([N+](CCCC)(CCCC)CCCC)CCC.[Si]([O:26][CH:27]1[CH2:48][CH2:47][CH2:46][C:28]21[N:32]([CH3:33])[C:31](=[O:34])[N:30]([C:35]1[CH:42]=[CH:41][C:38]([C:39]#[N:40])=[C:37]([Cl:43])[C:36]=1[CH3:44])[CH:29]2[OH:45])(C(C)(C)C)(C)C. (2) Given the product [CH2:1]([CH:3]([CH2:14][CH3:15])[CH2:4][C:5]1([C:11]([Cl:31])=[O:12])[CH2:10][CH2:9][CH2:8][CH2:7][CH2:6]1)[CH3:2], predict the reactants needed to synthesize it. The reactants are: [CH2:1]([CH:3]([CH2:14][CH3:15])[CH2:4][C:5]1([C:11](O)=[O:12])[CH2:10][CH2:9][CH2:8][CH2:7][CH2:6]1)[CH3:2].C(N(CCCC)CCCC)CCC.S(Cl)([Cl:31])=O.C(C(CC)CC1(C(OC(C2(CC(CC)CC)CCCCC2)=O)=O)CCCCC1)C. (3) Given the product [Cl:26][C:20]1[CH:19]=[C:18]([CH2:17][NH:16][C:15]2[C:14]3[C:9](=[C:10]([CH2:29][CH3:30])[CH:11]=[C:12]([C:27]#[N:28])[CH:13]=3)[N:8]=[CH:7][C:6]=2[CH2:4][OH:3])[CH:23]=[CH:22][C:21]=1[O:24][CH3:25], predict the reactants needed to synthesize it. The reactants are: C([O:3][C:4]([C:6]1[CH:7]=[N:8][C:9]2[C:14]([C:15]=1[NH:16][CH2:17][C:18]1[CH:23]=[CH:22][C:21]([O:24][CH3:25])=[C:20]([Cl:26])[CH:19]=1)=[CH:13][C:12]([C:27]#[N:28])=[CH:11][C:10]=2[CH2:29][CH3:30])=O)C.C(O[AlH-](OC(C)(C)C)OC(C)(C)C)(C)(C)C.[Li+].C1COCC1. (4) Given the product [F:52][C:45]1[CH:46]=[C:47]([O:21][C:12]2[CH:13]=[CH:14][C:15]([C:17]([F:20])([F:19])[F:18])=[CH:16][C:11]=2[C:10]2[N:6]([CH:4]3[CH2:3][N:2]([CH3:1])[CH2:5]3)[N:7]=[CH:8][CH:9]=2)[C:48]([F:50])=[CH:49][C:44]=1[S:41]([NH:33][C:31]1[N:30]=[CH:29][S:28][CH:32]=1)(=[O:43])=[O:42], predict the reactants needed to synthesize it. The reactants are: [CH3:1][N:2]1[CH2:5][CH:4]([N:6]2[C:10]([C:11]3[CH:16]=[C:15]([C:17]([F:20])([F:19])[F:18])[CH:14]=[CH:13][C:12]=3[OH:21])=[CH:9][CH:8]=[N:7]2)[CH2:3]1.CC(C)([O-])C.[K+].[S:28]1[CH:32]=[C:31]([N:33]([S:41]([C:44]2[CH:49]=[C:48]([F:50])[C:47](F)=[CH:46][C:45]=2[F:52])(=[O:43])=[O:42])C(=O)OC(C)(C)C)[N:30]=[CH:29]1.O. (5) Given the product [Cl:26][C:24]1[CH:25]=[C:20]([CH:21]=[C:22]([Cl:27])[CH:23]=1)[CH2:19][O:18][C:17]([NH:1][CH:2]1[CH2:3][CH:4]2[N:9]([C:10]([O:12][C:13]([CH3:16])([CH3:15])[CH3:14])=[O:11])[CH:7]([CH2:6][CH2:5]2)[CH2:8]1)=[O:28], predict the reactants needed to synthesize it. The reactants are: [NH2:1][CH:2]1[CH2:8][CH:7]2[N:9]([C:10]([O:12][C:13]([CH3:16])([CH3:15])[CH3:14])=[O:11])[CH:4]([CH2:5][CH2:6]2)[CH2:3]1.[C:17](Cl)(=[O:28])[O:18][CH2:19][C:20]1[CH:25]=[C:24]([Cl:26])[CH:23]=[C:22]([Cl:27])[CH:21]=1.[OH-].[Na+]. (6) Given the product [O:21]1[C:25]2[CH:26]=[CH:27][CH:28]=[C:29]([O:30][C:31]3[CH:37]=[CH:36][C:34]([NH:35][C:18]4[C:19]5[N:11]([CH2:10][CH2:9][OH:8])[CH:12]=[CH:13][C:14]=5[N:15]=[CH:16][N:17]=4)=[CH:33][C:32]=3[Cl:38])[C:24]=2[CH:23]=[N:22]1, predict the reactants needed to synthesize it. The reactants are: [Si]([O:8][CH2:9][CH2:10][N:11]1[C:19]2[C:18](Cl)=[N:17][CH:16]=[N:15][C:14]=2[CH:13]=[CH:12]1)(C(C)(C)C)(C)C.[O:21]1[C:25]2[CH:26]=[CH:27][CH:28]=[C:29]([O:30][C:31]3[CH:37]=[CH:36][C:34]([NH2:35])=[CH:33][C:32]=3[Cl:38])[C:24]=2[CH:23]=[N:22]1.Cl.C(=O)([O-])O.[Na+]. (7) Given the product [CH2:1]([O:8][C:9](=[O:24])[NH:10][C:11]1[CH:16]=[CH:15][C:14]([CH2:17][CH2:18][F:31])=[C:13]([C:20]([F:23])([F:22])[F:21])[CH:12]=1)[C:2]1[CH:7]=[CH:6][CH:5]=[CH:4][CH:3]=1, predict the reactants needed to synthesize it. The reactants are: [CH2:1]([O:8][C:9](=[O:24])[NH:10][C:11]1[CH:16]=[CH:15][C:14]([CH2:17][CH2:18]O)=[C:13]([C:20]([F:23])([F:22])[F:21])[CH:12]=1)[C:2]1[CH:7]=[CH:6][CH:5]=[CH:4][CH:3]=1.CCN(S(F)(F)[F:31])CC.